This data is from hERG Central: cardiac toxicity at 1µM, 10µM, and general inhibition. The task is: Predict hERG channel inhibition at various concentrations. (1) The compound is O=C(c1ccc(-n2cccc2)cc1)N1CCN(Cc2ccccc2)CC1. Results: hERG_inhib (hERG inhibition (general)): blocker. (2) The molecule is CN(C)CCCN(C(=O)c1ccc(S(=O)(=O)N2CCOCC2)cc1)c1nc2ccc(F)cc2s1.Cl. Results: hERG_inhib (hERG inhibition (general)): blocker.